This data is from Catalyst prediction with 721,799 reactions and 888 catalyst types from USPTO. The task is: Predict which catalyst facilitates the given reaction. (1) Reactant: [N:1]1[CH:6]=[CH:5][C:4]([C:7]2[C:8]([C:16]3[CH:17]=[C:18]([NH2:22])[CH:19]=[CH:20][CH:21]=3)=[N:9][N:10]3[CH2:15][CH2:14][CH2:13][S:12][C:11]=23)=[CH:3][CH:2]=1.[Cl:23][C:24]1[CH:29]=[CH:28][C:27]([N:30]=[C:31]=[O:32])=[CH:26][C:25]=1[C:33]([F:36])([F:35])[F:34]. Product: [Cl:23][C:24]1[CH:29]=[CH:28][C:27]([NH:30][C:31]([NH:22][C:18]2[CH:19]=[CH:20][CH:21]=[C:16]([C:8]3[C:7]([C:4]4[CH:5]=[CH:6][N:1]=[CH:2][CH:3]=4)=[C:11]4[S:12][CH2:13][CH2:14][CH2:15][N:10]4[N:9]=3)[CH:17]=2)=[O:32])=[CH:26][C:25]=1[C:33]([F:34])([F:35])[F:36]. The catalyst class is: 2. (2) Reactant: [Cl:1][C:2]1[CH:3]=[C:4]([C:9]2[C:21]([CH3:22])=[CH:20][C:12]([C:13]([NH:15][S:16]([CH3:19])(=[O:18])=[O:17])=[O:14])=[C:11]([F:23])[CH:10]=2)[CH:5]=[N:6][C:7]=1Cl.[CH3:24][O:25][C:26]1[C:31](B(O)O)=[C:30]([CH3:35])[CH:29]=[CH:28][N:27]=1.P([O-])([O-])([O-])=O.[K+].[K+].[K+].O1CCOCC1. Product: [Cl:1][C:2]1[C:7]([C:31]2[C:26]([O:25][CH3:24])=[N:27][CH:28]=[CH:29][C:30]=2[CH3:35])=[N:6][CH:5]=[C:4]([C:9]2[C:21]([CH3:22])=[CH:20][C:12]([C:13]([NH:15][S:16]([CH3:19])(=[O:18])=[O:17])=[O:14])=[C:11]([F:23])[CH:10]=2)[CH:3]=1. The catalyst class is: 6. (3) Reactant: [CH:1]([S:4][C:5]1[C:6]([CH2:11][NH:12][C:13](=[O:19])[O:14][C:15]([CH3:18])([CH3:17])[CH3:16])=[N:7][CH:8]=[CH:9][CH:10]=1)([CH3:3])[CH3:2].S(N1C=CN=C1)(C1C=CC(C)=CC=1)(=O)=[O:21].OO.[OH-:37].[Na+]. Product: [CH:1]([S:4]([C:5]1[C:6]([CH2:11][NH:12][C:13](=[O:19])[O:14][C:15]([CH3:17])([CH3:16])[CH3:18])=[N:7][CH:8]=[CH:9][CH:10]=1)(=[O:21])=[O:37])([CH3:3])[CH3:2]. The catalyst class is: 5. (4) The catalyst class is: 14. Product: [NH2:25][CH2:24][CH2:23][CH2:22][C:21]([NH:20][C:14]1[S:13][C:12]([NH:11][C:2]2[CH:3]=[CH:4][C:5]3[C:10](=[CH:9][CH:8]=[CH:7][CH:6]=3)[CH:1]=2)=[N:16][C:15]=1[C:17]([NH2:19])=[O:18])=[O:36]. Reactant: [CH:1]1[C:10]2[C:5](=[CH:6][CH:7]=[CH:8][CH:9]=2)[CH:4]=[CH:3][C:2]=1[NH:11][C:12]1[S:13][C:14]([NH:20][C:21](=[O:36])[CH2:22][CH2:23][CH2:24][N:25]2C(=O)C3=CC=CC=C3C2=O)=[C:15]([C:17]([NH2:19])=[O:18])[N:16]=1.CN. (5) Reactant: [F:1][C:2]1[CH:9]=[CH:8][C:5]([NH:6]C)=[CH:4][CH:3]=1.[CH2:10]([N:12](CC)CC)C.[CH3:17][O:18][C:19](=[O:30])[C:20]1[CH:25]=[CH:24][CH:23]=[CH:22][C:21]=1[S:26](Cl)(=[O:28])=[O:27]. Product: [NH3:6].[CH3:17][O:18][C:19](=[O:30])[C:20]1[CH:25]=[CH:24][CH:23]=[CH:22][C:21]=1[S:26](=[O:28])(=[O:27])[NH:12][CH2:10][C:5]1[CH:4]=[CH:3][C:2]([F:1])=[CH:9][CH:8]=1. The catalyst class is: 4. (6) Reactant: Cl[C:2]1[CH:20]=[CH:19][C:5]2[O:6][CH2:7][C:8]3[CH:18]=[CH:17][CH:16]=[CH:15][C:9]=3[N:10]([C:12](=[O:14])[CH3:13])[CH2:11][C:4]=2[CH:3]=1.[F-].[K+].[C:23]1(OB=O)[CH:28]=[CH:27][CH:26]=[CH:25][CH:24]=1.C(P(C(C)(C)C)C(C)(C)C)(C)(C)C. Product: [C:23]1([C:2]2[CH:20]=[CH:19][C:5]3[O:6][CH2:7][C:8]4[CH:18]=[CH:17][CH:16]=[CH:15][C:9]=4[N:10]([C:12](=[O:14])[CH3:13])[CH2:11][C:4]=3[CH:3]=2)[CH:28]=[CH:27][CH:26]=[CH:25][CH:24]=1. The catalyst class is: 62. (7) Reactant: [O:1]=[C:2]1[C@H:8]([CH2:9][C:10]([O:12]C)=[O:11])[CH2:7][C:6]2[CH:14]=[CH:15][C:16]([O:18][CH2:19][CH2:20][CH2:21][NH:22][C:23]3[CH:28]=[CH:27][CH:26]=[CH:25][N:24]=3)=[CH:17][C:5]=2[CH2:4][N:3]1[CH2:29][C:30]1[CH:35]=[CH:34][C:33]([F:36])=[C:32]([F:37])[C:31]=1[F:38].C(O)(C(F)(F)F)=O. Product: [O:1]=[C:2]1[C@H:8]([CH2:9][C:10]([OH:12])=[O:11])[CH2:7][C:6]2[CH:14]=[CH:15][C:16]([O:18][CH2:19][CH2:20][CH2:21][NH:22][C:23]3[CH:28]=[CH:27][CH:26]=[CH:25][N:24]=3)=[CH:17][C:5]=2[CH2:4][N:3]1[CH2:29][C:30]1[CH:35]=[CH:34][C:33]([F:36])=[C:32]([F:37])[C:31]=1[F:38]. The catalyst class is: 273. (8) Reactant: CO.[N+:3]([C:6]1[CH:11]=[CH:10][C:9]([C@@H:12]2[CH2:14][C@H:13]2[C:15]([O:17][CH3:18])=[O:16])=[CH:8][CH:7]=1)([O-])=O. Product: [NH2:3][C:6]1[CH:7]=[CH:8][C:9]([C@@H:12]2[CH2:14][C@H:13]2[C:15]([O:17][CH3:18])=[O:16])=[CH:10][CH:11]=1. The catalyst class is: 78. (9) Reactant: [C:1]([C:5]1[CH:9]=[C:8]([C:10]#[N:11])[NH:7][N:6]=1)([CH3:4])([CH3:3])[CH3:2].[H-].[Na+].[CH3:14]I.O. Product: [C:1]([C:5]1[CH:9]=[C:8]([CH2:10][NH2:11])[N:7]([CH3:14])[N:6]=1)([CH3:4])([CH3:2])[CH3:3]. The catalyst class is: 3. (10) Reactant: Br[C:2]1[C:7]([C:8]#[N:9])=[C:6]([N:10]2[CH2:15][CH2:14][CH:13]([C:16]3[CH:21]=[CH:20][CH:19]=[CH:18][CH:17]=3)[CH2:12][CH2:11]2)[CH:5]=[CH:4][N:3]=1.O.[NH2:23][NH2:24]. Product: [C:8]([C:7]1[C:2]([NH:23][NH2:24])=[N:3][CH:4]=[CH:5][C:6]=1[N:10]1[CH2:15][CH2:14][CH:13]([C:16]2[CH:21]=[CH:20][CH:19]=[CH:18][CH:17]=2)[CH2:12][CH2:11]1)#[N:9]. The catalyst class is: 1.